From a dataset of Catalyst prediction with 721,799 reactions and 888 catalyst types from USPTO. Predict which catalyst facilitates the given reaction. Reactant: [CH3:1][C:2]1[CH:10]=[CH:9][C:5]2[S:6][CH:7]=[CH:8][C:4]=2[CH:3]=1.[Br:11]N1C(=O)CCC1=O.C(OOC(=O)C1C=CC=CC=1)(=O)C1C=CC=CC=1. Product: [Br:11][CH2:1][C:2]1[CH:10]=[CH:9][C:5]2[S:6][CH:7]=[CH:8][C:4]=2[CH:3]=1. The catalyst class is: 53.